Dataset: Forward reaction prediction with 1.9M reactions from USPTO patents (1976-2016). Task: Predict the product of the given reaction. Given the reactants [CH3:1][O:2][CH2:3][C@H:4]([C:6]1[CH:11]=[CH:10][CH:9]=[CH:8][CH:7]=1)[NH2:5].[CH:12]([C:14]1([C:17]([O:19][CH3:20])=[O:18])[CH2:16][CH2:15]1)=O.[BH-](OC(C)=O)(OC(C)=O)OC(C)=O.[Na+].CC(O)C, predict the reaction product. The product is: [CH3:1][O:2][CH2:3][C@@H:4]([NH:5][CH2:12][C:14]1([C:17]([O:19][CH3:20])=[O:18])[CH2:16][CH2:15]1)[C:6]1[CH:11]=[CH:10][CH:9]=[CH:8][CH:7]=1.